Predict the reactants needed to synthesize the given product. From a dataset of Full USPTO retrosynthesis dataset with 1.9M reactions from patents (1976-2016). Given the product [OH:41][C@H:37]1[C@@H:38]([OH:40])[CH2:39][N:35]([CH2:30][C:28]2[C:27]([CH3:32])=[N:26][N:25]([C:23]3[C:22]([CH3:33])=[CH:21][N:20]=[C:19]([NH:18][C:4]4[C:3]([O:2][CH3:1])=[CH:8][C:7]([N:9]5[CH2:14][CH2:13][O:12][CH2:11][CH2:10]5)=[C:6]([NH:15][C:3](=[O:2])[CH:4]=[CH2:5])[CH:5]=4)[N:24]=3)[CH:29]=2)[CH2:36]1, predict the reactants needed to synthesize it. The reactants are: [CH3:1][O:2][C:3]1[CH:8]=[C:7]([N:9]2[CH2:14][CH2:13][O:12][CH2:11][CH2:10]2)[C:6]([N+:15]([O-])=O)=[CH:5][C:4]=1[NH:18][C:19]1[N:24]=[C:23]([N:25]2[CH:29]=[C:28]([CH:30]=O)[C:27]([CH3:32])=[N:26]2)[C:22]([CH3:33])=[CH:21][N:20]=1.Cl.[NH:35]1[CH2:39][C@H:38]([OH:40])[C@H:37]([OH:41])[CH2:36]1.